This data is from CYP2C9 inhibition data for predicting drug metabolism from PubChem BioAssay. The task is: Regression/Classification. Given a drug SMILES string, predict its absorption, distribution, metabolism, or excretion properties. Task type varies by dataset: regression for continuous measurements (e.g., permeability, clearance, half-life) or binary classification for categorical outcomes (e.g., BBB penetration, CYP inhibition). Dataset: cyp2c9_veith. The compound is Cc1cc(NC(=O)CSc2n[nH]c(-c3cccs3)n2)no1. The result is 1 (inhibitor).